From a dataset of Forward reaction prediction with 1.9M reactions from USPTO patents (1976-2016). Predict the product of the given reaction. (1) Given the reactants [Cl:1][C:2]1[CH:7]=[CH:6][CH:5]=[CH:4][C:3]=1[C:8]1[C:12]([CH2:13][OH:14])=[CH:11][N:10]([C:15]2[C:20]([CH3:21])=[CH:19][N:18]=[C:17]([F:22])[CH:16]=2)[N:9]=1.C1C=C[NH+]=CC=1.[O-][Cr](Cl)(=O)=O, predict the reaction product. The product is: [Cl:1][C:2]1[CH:7]=[CH:6][CH:5]=[CH:4][C:3]=1[C:8]1[C:12]([CH:13]=[O:14])=[CH:11][N:10]([C:15]2[C:20]([CH3:21])=[CH:19][N:18]=[C:17]([F:22])[CH:16]=2)[N:9]=1. (2) Given the reactants [Cl:1][C:2]1[CH:34]=[C:33]([N:35]2[CH2:39][CH2:38][CH2:37][CH2:36]2)[CH:32]=[CH:31][C:3]=1[C:4]([N:6]1[C:12]2[CH:13]=[CH:14][CH:15]=[CH:16][C:11]=2[CH2:10][N:9]([CH2:17][CH2:18][N:19]2C(=O)C3C(=CC=CC=3)C2=O)[C:8](=[O:30])[CH2:7]1)=[O:5].O.NN, predict the reaction product. The product is: [NH2:19][CH2:18][CH2:17][N:9]1[CH2:10][C:11]2[CH:16]=[CH:15][CH:14]=[CH:13][C:12]=2[N:6]([C:4](=[O:5])[C:3]2[CH:31]=[CH:32][C:33]([N:35]3[CH2:36][CH2:37][CH2:38][CH2:39]3)=[CH:34][C:2]=2[Cl:1])[CH2:7][C:8]1=[O:30]. (3) Given the reactants [CH2:1]([O:3][C:4]1[N:8]([C:9]2[C:17]3[O:16][CH2:15][C@@H:14]([NH:18][C:19]4[CH:31]=[CH:30][C:22]5[C@H:23]([CH2:26][C:27]([OH:29])=[O:28])[CH2:24][O:25][C:21]=5[CH:20]=4)[C:13]=3[CH:12]=[CH:11][CH:10]=2)[C:7]2[CH:32]=[C:33]([F:37])[CH:34]=[C:35]([F:36])[C:6]=2[N:5]=1)[CH3:2].[OH-].[Na+:39], predict the reaction product. The product is: [CH2:1]([O:3][C:4]1[N:8]([C:9]2[C:17]3[O:16][CH2:15][C@@H:14]([NH:18][C:19]4[CH:31]=[CH:30][C:22]5[C@H:23]([CH2:26][C:27]([O-:29])=[O:28])[CH2:24][O:25][C:21]=5[CH:20]=4)[C:13]=3[CH:12]=[CH:11][CH:10]=2)[C:7]2[CH:32]=[C:33]([F:37])[CH:34]=[C:35]([F:36])[C:6]=2[N:5]=1)[CH3:2].[Na+:39]. (4) Given the reactants [Cl:1][C:2]1[C:3]([O:23][C:24]2[CH:29]=[CH:28][N:27]=[C:26]([C:30]3[CH:31]=[N:32][N:33]([CH3:35])[CH:34]=3)[CH:25]=2)=[CH:4][C:5]([F:22])=[C:6]([NH:8][C:9]([NH:11][C:12](=[O:21])[CH2:13][C:14]2[CH:19]=[CH:18][C:17]([F:20])=[CH:16][CH:15]=2)=[O:10])[CH:7]=1.[CH3:36][S:37]([OH:40])(=[O:39])=[O:38], predict the reaction product. The product is: [S:37]([OH:40])(=[O:39])(=[O:38])[CH3:36].[Cl:1][C:2]1[C:3]([O:23][C:24]2[CH:29]=[CH:28][N:27]=[C:26]([C:30]3[CH:31]=[N:32][N:33]([CH3:35])[CH:34]=3)[CH:25]=2)=[CH:4][C:5]([F:22])=[C:6]([NH:8][C:9]([NH:11][C:12](=[O:21])[CH2:13][C:14]2[CH:19]=[CH:18][C:17]([F:20])=[CH:16][CH:15]=2)=[O:10])[CH:7]=1. (5) Given the reactants [C:1]([O:9][C@H:10]([CH2:15][C:16]1[C:17]([CH2:26][O:27]C(=O)C)=[C:18]2[C:22](=[C:23]([Cl:25])[CH:24]=1)[NH:21][N:20]=[CH:19]2)[C:11]([O:13][CH3:14])=[O:12])(=[O:8])[C:2]1[CH:7]=[CH:6][CH:5]=[CH:4][CH:3]=1.C(Cl)(Cl)Cl.CO.C[O-].[Mg+2].C[O-], predict the reaction product. The product is: [C:1]([O:9][C@H:10]([CH2:15][C:16]1[C:17]([CH2:26][OH:27])=[C:18]2[C:22](=[C:23]([Cl:25])[CH:24]=1)[NH:21][N:20]=[CH:19]2)[C:11]([O:13][CH3:14])=[O:12])(=[O:8])[C:2]1[CH:7]=[CH:6][CH:5]=[CH:4][CH:3]=1.